From a dataset of Full USPTO retrosynthesis dataset with 1.9M reactions from patents (1976-2016). Predict the reactants needed to synthesize the given product. (1) Given the product [P:6]([OH:39])([OH:36])([O:8][CH2:9][C@@:10]1([C:30]2[CH:31]=[CH:32][CH:33]=[CH:34][CH:35]=2)[C:14](=[O:15])[N:13]([C:16]2[CH:21]=[CH:20][C:19]([C:22]#[N:23])=[C:18]([C:24]([F:27])([F:25])[F:26])[CH:17]=2)[C:12](=[O:28])[N:11]1[CH3:29])=[O:7], predict the reactants needed to synthesize it. The reactants are: Br[Si](C)(C)C.[P:6]([O:39]CC)([O:36]CC)([O:8][CH2:9][C@@:10]1([C:30]2[CH:35]=[CH:34][CH:33]=[CH:32][CH:31]=2)[C:14](=[O:15])[N:13]([C:16]2[CH:21]=[CH:20][C:19]([C:22]#[N:23])=[C:18]([C:24]([F:27])([F:26])[F:25])[CH:17]=2)[C:12](=[O:28])[N:11]1[CH3:29])=[O:7]. (2) Given the product [NH3:4].[F:1][C:2]1[CH:3]=[N:4][C:5]([O:17][C:18]2[CH:23]=[CH:22][CH:21]=[C:20]([S:24][CH3:25])[CH:19]=2)=[C:6]([CH:16]=1)[C:7]([NH:9][CH:10]1[CH2:11][CH2:12][N:13]([C:49]([C:47]2[CH:48]=[N:43][CH:44]=[N:45][CH:46]=2)=[O:50])[CH2:14][CH2:15]1)=[O:8], predict the reactants needed to synthesize it. The reactants are: [F:1][C:2]1[CH:3]=[N:4][C:5]([O:17][C:18]2[CH:23]=[CH:22][CH:21]=[C:20]([S:24][CH3:25])[CH:19]=2)=[C:6]([CH:16]=1)[C:7]([NH:9][CH:10]1[CH2:15][CH2:14][NH:13][CH2:12][CH2:11]1)=[O:8].ON1C2C=CC=CC=2N=N1.CN1CCOCC1.[N:43]1[CH:48]=[C:47]([C:49](O)=[O:50])[CH:46]=[N:45][CH:44]=1.Cl.CN(C)CCCN=C=NCC.